Dataset: HIV replication inhibition screening data with 41,000+ compounds from the AIDS Antiviral Screen. Task: Binary Classification. Given a drug SMILES string, predict its activity (active/inactive) in a high-throughput screening assay against a specified biological target. (1) The molecule is O=[N+]([O-])c1ccccc1C=NC12CC3CC(CC(C3)C1)C2. The result is 0 (inactive). (2) The compound is Cc1cc(=O)oc2cc(NCS(=O)(=O)O)ccc12. The result is 0 (inactive).